This data is from Human Reference Interactome with 51,813 positive PPI pairs across 8,248 proteins, plus equal number of experimentally-validated negative pairs. The task is: Binary Classification. Given two protein amino acid sequences, predict whether they physically interact or not. (1) Protein 1 (ENSG00000137868) has sequence MSSQPAGNQTSPGATEDYSYGSWYIDEPQGGEELQPEGEVPSCHTSIPPGLYHACLASLSILVLLLLAMLVRRRQLWPDCVRGRPGLPSPVDFLAGDRPRAVPAAVFMVLLSSLCLLLPDEDALPFLTLASAPSQDGKTEAPRGAWKILGLFYYAALYYPLAACATAGHTAAHLLGSTLSWAHLGVQVWQRAECPQVPKIYKYYSLLASLPLLLGLGFLSLWYPVQLVRSFSRRTGAGSKGLQSSYSEEYLRNLLCRKKLGSSYHTSKHGFLSWARVCLRHCIYTPQPGFHLPLKLVLSA.... Protein 2 (ENSG00000152767) has sequence MGEIEQRPTPGSRLGAPENSGISTLERGQKPPPTPSGKLVSIKIQMLDDTQEAFEVPQRAPGKVLLDAVCNHLNLVEGDYFGLEFPDHKKITVWLDLLKPIVKQIRRPKHVVVKFVVKFFPPDHTQLQEELTRYLFALQVKQDLAQGRLTCNDTSAALLISHIVQSEIGDFDEALDREHLAKNKYIPQQDALEDKIVEFHHNHIGQTPAESDFQLLEIARRLEMYGIRLHPAKDREGTKINLAVANTGILVFQGFTKINAFNWAKVRKLSFKRKRFLIKLRPDANSAYQDTLEFLMASRD.... Result: 0 (the proteins do not interact). (2) Protein 1 (ENSG00000100983) has sequence MATNWGSLLQDKQQLEELARQAVDRALAEGVLLRTSQEPTSSEVVSYAPFTLFPSLVPSALLEQAYAVQMDFNLLVDAVSQNAAFLEQTLSSALVLLIAQEKERNIFDQRAIENELLARNIHVIRRTFEDISEKGSLDQDRRLFVDGQEIAVVYFRDGYMPRQYSLQNWEARLLLERSHAAKCPDIATQLAGTKKVQQELSRPGMLEMLLPGQPEAVARLRATFAGLYSLDVGEEGDQAIAEALAAPSRFVLKPQREGGGNNLYGEEMVQALKQLKDSEERASYILMEKIEPEPFENCLL.... Protein 2 (ENSG00000177125) has sequence MSVEMDSSSFIQFDVPEYSSTVLSQLNELRLQGKLCDIIVHIQGQPFRAHKAVLAASSPYFRDHSALSTMSGLSISVIKNPNVFEQLLSFCYTGRMSLQLKDVVSFLTAASFLQMQCVIDKCTQILESIHSKISVGDVDSVTVGAEENPESRNGVKDSSFFANPVEISPPYCSQGRQPTASSDLRMETTPSKALRSRLQEEGHSDRGSSGSVSEYEIQIEGDHEQGDLLVRESQITEVKVKMEKSDRPSCSDSSSLGDDGYHTEMVDGEQVVAVNVGSYGSVLQHAYSYSQAASQPTNVS.... Result: 0 (the proteins do not interact). (3) Result: 0 (the proteins do not interact). Protein 2 (ENSG00000182154) has sequence MGVLAAAARCLVRGADRMSKWTSKRGPRSFRGRKGRGAKGIGFLTSGWRFVQIKEMVPEFVVPDLTGFKLKPYVSYLAPESEETPLTAAQLFSEAVAPAIEKDFKDGTFDPDNLEKYGFEPTQEGKLFQLYPRNFLR*. Protein 1 (ENSG00000198356) has sequence MAAGVAGWGVEAEEFEDAPDVEPLEPTLSNIIEQRSLKWIFVGGKGGVGKTTCSCSLAVQLSKGRESVLIISTDPAHNISDAFDQKFSKVPTKVKGYDNLFAMEIDPSLGVAELPDEFFEEDNMLSMGKKMMQEAMSAFPGIDEAMSYAEVMRLVKGMNFSVVVFDTAPTGHTLRLLNFPTIVERGLGRLMQIKNQISPFISQMCNMLGLGDMNADQLASKLEETLPVIRSVSEQFKDPEQTTFICVCIAEFLSLYETERLIQELAKCKIDTHNIIVNQLVFPDPEKPCKMCEARHKIQA.... (4) Protein 1 (ENSG00000103202) has sequence MGGLFWRSALRGLRCGPRAPGPSLLVRHGSGGPSWTRERTLVAVKPDGVQRRLVGDVIQRFERRGFTLVGMKMLQAPESVLAEHYQDLRRKPFYPALIRYMSSGPVVAMVWEGYNVVRASRAMIGHTDSAEAAPGTIRGDFSVHISRNVIHASDSVEGAQREIQLWFQSSELVSWADGGQHSSIHPA*MKMLQAPESVLAEHYQDLRRKPFYPALIRYMSSGPVVAMVWEGYNVVRASRAMIGHTDSAEAAPGTIRGDFSVHISRNVIHASDSVEGAQREIQLWFQSSELVSWADGGQHS.... Protein 2 (ENSG00000126945) has sequence MMLSTEGREGFVVKVRGLPWSCSADEVMRFFSDCKIQNGTSGIRFIYTREGRPSGEAFVELESEEEVKLALKKDRETMGHRYVEVFKSNSVEMDWVLKHTGPNSPDTANDGFVRLRGLPFGCSKEEIVQFFSGLEIVPNGMTLPVDFQGRSTGEAFVQFASQEIAEKALKKHKERIGHRYIEIFKSSRAEVRTHYDPPRKLMAMQRPGPYDRPGAGRGYNSIGRGAGFERMRRGAYGGGYGGYDDYGGYNDGYGFGSDRFGRDLNYCFSGMSDHRYGDGGSSFQSTTGHCVHMRGLPYRA.... Result: 0 (the proteins do not interact). (5) Protein 1 (ENSG00000024048) has sequence MASELEPEVQAIDRSLLECSAEEIAGKWLQATDLTREVYQHLAHYVPKIYCRGPNPFPQKEDMLAQHVLLGPMEWYLCGEDPAFGFPKLEQANKPSHLCGRVFKVGEPTYSCRDCAVDPTCVLCMECFLGSIHRDHRYRMTTSGGGGFCDCGDTEAWKEGPYCQKHELNTSEIEEEEDPLVHLSEDVIARTYNIFAITFRYAVEILTWEKESELPADLEMVEKSDTYYCMLFNDEVHTYEQVIYTLQKAVNCTQKEAIGFATTVDRDGRRSVRYGDFQYCEQAKSVIVRNTSRQTKPLKV.... Protein 2 (ENSG00000184502) has sequence MQRLCVYVLIFALALAAFSEASWKPRSQQPDAPLGTGANRDLELPWLEQQGPASHHRRQLGPQGPPHLVADPSKKQGPWLEEEEEAYGWMDFGRRSAEDEN*. Result: 0 (the proteins do not interact). (6) Protein 1 (ENSG00000106536) has sequence ASQAAAAAAAMSSIASSQAFGNALSSLQGVTGQLVTNAQGQIIGTIPLMPNPGPSSQAASGTQGLQVQPITPQLLTNAQGQIIATVIGNQILPVINTQGITLSPIKPGQQILKRQRVRWMGLIWRRSENLPKLLKSGACPLA*MSALLQDPMIAGQVSKPLLSVRSEMNAELRGEDKAATSDSELNEPLLAPVESNDSEDTPSKLFGARGNPALSDPGTPDQHQASQTHPPFPVGPQPLLTAQQLASAVAGVMPGGPPALNQPILIPFNMAGQLGGQQGLVLTLPTANLTNIQGLVAAAA.... Protein 2 (ENSG00000139053) has sequence MSDNTTLPAPASNQGPTTPRKGPPKFKQRQTRQFKSKPPKKGVKGFGDDIPGMEGLGTDITVICPWEAFSHLELHELAQFGII*. Result: 1 (the proteins interact). (7) Protein 1 (ENSG00000119906) has sequence MTRRCMPARPGFPSSPAPGSSPPRCHLRPGSTAHAAAGKRTESPGDRKQSIIDFFKPASKQDRHMLDSPQKSNIKYGGSRLSITGTEQFERKLSSPKESKPKRVPPEKSPIIEAFMKGVKEHHEDHGIHESRRPCLSLASKYLAKGTNIYVPSSYHLPKEMKSLKKKHRSPERRKSLFIHENNEKNDRDRGKTNADSKKQTTVAEADIFNNSSRSLSSRSSLSRHHPEESPLGAKFQLSLASYCRERELKRLRKEQMEQRINSENSFSEASSLSLKSSIERKYKPRQEQRKQNDIIPGKN.... Protein 2 (ENSG00000108774) has sequence MAGRGGAARPNGPAAGNKICQFKLVLLGESAVGKSSLVLRFVKGQFHEYQESTIGAAFLTQTVCLDDTTVKFEIWDTAGQERYHSLAPMYYRGAQAAIVVYDITNTDTFARAKNWVKELQRQASPNIVIALAGNKADLASKRAVEFQEAQAYADDNSLLFMETSAKTAMNVNEIFMAIAKKLPKNEPQNATGAPGRNRGVDLQENNPASRSQCCSN*MAGRGGAARPNGPAAGNKICQFKLVLLGESAVGKSSLVLRFVKGQFHEYQESTIGAAFLTQTVCLDDTTVKFEIWDTAGQERY.... Result: 0 (the proteins do not interact).